Predict the product of the given reaction. From a dataset of Forward reaction prediction with 1.9M reactions from USPTO patents (1976-2016). (1) Given the reactants [CH3:1][C:2]1[N:29]=[C:5]2[NH:6][C:7](=[O:28])[C:8]([CH2:13][C:14]3[CH:19]=[CH:18][C:17]([C:20]4[C:21]([C:26]#[N:27])=[CH:22][CH:23]=[CH:24][CH:25]=4)=[CH:16][CH:15]=3)=[C:9]([CH2:10][CH2:11][CH3:12])[N:4]2[N:3]=1.Br[CH2:31][CH:32]([OH:37])[C:33]([F:36])([F:35])[F:34].C(=O)([O-])[O-].[Cs+].[Cs+].CN(C)C(=O)C, predict the reaction product. The product is: [CH3:1][C:2]1[N:29]=[C:5]2[N:6]([CH2:31][CH:32]([OH:37])[C:33]([F:36])([F:35])[F:34])[C:7](=[O:28])[C:8]([CH2:13][C:14]3[CH:19]=[CH:18][C:17]([C:20]4[C:21]([C:26]#[N:27])=[CH:22][CH:23]=[CH:24][CH:25]=4)=[CH:16][CH:15]=3)=[C:9]([CH2:10][CH2:11][CH3:12])[N:4]2[N:3]=1. (2) Given the reactants C=CCCCCCC.B1[CH:14]2[CH2:15][CH2:16][CH2:17][CH:10]1[CH2:11][CH2:12][CH2:13]2.[O-]P([O-])([O-])=O.[K+].[K+].[K+].[CH2:26]([N:33]1[CH2:38][CH:37]([C:39]2[CH:44]=[CH:43][C:42](Br)=[CH:41][CH:40]=2)[O:36][CH2:35][CH2:34]1)[C:27]1[CH:32]=[CH:31][CH:30]=[CH:29][CH:28]=1.C1(P(C2CCCCC2)C2C=CC=CC=2C2C(OC)=CC=CC=2OC)CCCCC1, predict the reaction product. The product is: [CH2:26]([N:33]1[CH2:34][CH2:35][O:36][CH:37]([C:39]2[CH:44]=[CH:43][C:42]([CH2:11][CH2:12][CH2:13][CH2:14][CH2:15][CH2:16][CH2:17][CH3:10])=[CH:41][CH:40]=2)[CH2:38]1)[C:27]1[CH:28]=[CH:29][CH:30]=[CH:31][CH:32]=1. (3) The product is: [OH:8][C:4]1[N:3]=[C:2]([C:20]2[N:21]3[CH:26]=[C:25]([C:27]#[N:28])[CH:24]=[CH:23][C:22]3=[N:18][CH:19]=2)[CH:7]=[N:6][CH:5]=1. Given the reactants Cl[C:2]1[CH:7]=[N:6][CH:5]=[C:4]([O:8]CC2C=CC(OC)=CC=2)[N:3]=1.[N:18]1[CH:19]=[CH:20][N:21]2[CH:26]=[C:25]([C:27]#[N:28])[CH:24]=[CH:23][C:22]=12.C([O-])(=O)C.[K+], predict the reaction product. (4) The product is: [CH3:13][C:14]1[O:1][C:2]2[CH:7]=[C:6]([OH:8])[CH:5]=[CH:4][C:3]=2[N:16]=1. Given the reactants [OH:1][C:2]1[CH:7]=[C:6]([OH:8])[CH:5]=[CH:4][C:3]=1/C(=N\O)/C.[CH3:13][C:14]([N:16](C)C)=O.P(Cl)(Cl)(Cl)=O.C([O-])(O)=O.[Na+], predict the reaction product. (5) Given the reactants C[O-].[Na+].[CH3:4][C:5]1[C:6]([C:19]([CH2:21][O:22][C:23]2[CH:24]=[C:25]([CH:30]=[CH:31][C:32]=2[I:33])[C:26]([O:28][CH3:29])=[O:27])=O)=[CH:7][C:8]2[C:9]([CH3:18])([CH3:17])[CH2:10][CH2:11][C:12]([CH3:16])([CH3:15])[C:13]=2[CH:14]=1.[Br-].[CH3:35]P(C1C=CC=CC=1)(C1C=CC=CC=1)C1C=CC=CC=1, predict the reaction product. The product is: [I:33][C:32]1[CH:31]=[CH:30][C:25]([C:26]([O:28][CH3:29])=[O:27])=[CH:24][C:23]=1[O:22][CH:21]=[C:19]([C:6]1[C:5]([CH3:4])=[CH:14][C:13]2[C:12]([CH3:15])([CH3:16])[CH2:11][CH2:10][C:9]([CH3:17])([CH3:18])[C:8]=2[CH:7]=1)[CH3:35]. (6) The product is: [CH3:1][N:2]1[C:8]2[CH:9]=[CH:10][C:11]([C:13]3[CH:14]=[CH:15][C:16]([O:19][C:20]([F:23])([F:21])[F:22])=[CH:17][CH:18]=3)=[CH:12][C:7]=2[C:6](=[O:24])[N:5]([CH2:30][C:31]2[N:36]=[CH:35][CH:34]=[CH:33][N:32]=2)[CH2:4][C:3]1=[O:25]. Given the reactants [CH3:1][N:2]1[C:8]2[CH:9]=[CH:10][C:11]([C:13]3[CH:18]=[CH:17][C:16]([O:19][C:20]([F:23])([F:22])[F:21])=[CH:15][CH:14]=3)=[CH:12][C:7]=2[C:6](=[O:24])[NH:5][CH2:4][C:3]1=[O:25].[H-].[Na+].Cl.Cl[CH2:30][C:31]1[N:36]=[CH:35][CH:34]=[CH:33][N:32]=1, predict the reaction product. (7) Given the reactants [Br:1][C:2]1[CH:3]=[C:4]([NH:23][CH2:24][C:25]2[N:26]=[N:27][N:28]([CH2:30][CH2:31][N:32]3C(=O)C4C(=CC=CC=4)C3=O)[CH:29]=2)[CH:5]=[C:6]2[C:11]=1[N:10]=[CH:9][C:8]([C:12]#[N:13])=[C:7]2[NH:14][C:15]1[CH:20]=[CH:19][C:18]([F:21])=[C:17]([Cl:22])[CH:16]=1.O.NN, predict the reaction product. The product is: [NH2:32][CH2:31][CH2:30][N:28]1[CH:29]=[C:25]([CH2:24][NH:23][C:4]2[CH:5]=[C:6]3[C:11](=[C:2]([Br:1])[CH:3]=2)[N:10]=[CH:9][C:8]([C:12]#[N:13])=[C:7]3[NH:14][C:15]2[CH:20]=[CH:19][C:18]([F:21])=[C:17]([Cl:22])[CH:16]=2)[N:26]=[N:27]1.